Dataset: Full USPTO retrosynthesis dataset with 1.9M reactions from patents (1976-2016). Task: Predict the reactants needed to synthesize the given product. Given the product [CH3:22][C:23]([CH3:28])([CH3:27])[CH2:24][CH2:25][NH:26][CH2:18][C:16]1[CH:15]=[C:14]([O:20][CH3:21])[C:3]([O:4][C:5]2[CH:13]=[CH:12][C:8]([C:9]([NH2:11])=[O:10])=[CH:7][N:6]=2)=[C:2]([F:1])[CH:17]=1, predict the reactants needed to synthesize it. The reactants are: [F:1][C:2]1[CH:17]=[C:16]([CH:18]=O)[CH:15]=[C:14]([O:20][CH3:21])[C:3]=1[O:4][C:5]1[CH:13]=[CH:12][C:8]([C:9]([NH2:11])=[O:10])=[CH:7][N:6]=1.[CH3:22][C:23]([CH3:28])([CH3:27])[CH2:24][CH2:25][NH2:26].[BH4-].[Na+].